From a dataset of Forward reaction prediction with 1.9M reactions from USPTO patents (1976-2016). Predict the product of the given reaction. Given the reactants Cl.[CH:2]([N:5]([CH:18]([CH3:20])[CH3:19])[CH2:6][CH2:7][O:8][C:9]1[CH:17]=[CH:16][C:12]([C:13](O)=O)=[CH:11][CH:10]=1)([CH3:4])[CH3:3].[CH3:21][O:22][C:23]1[CH:24]=[CH:25][C:26]([CH:30]2[CH2:39][CH2:38][C:37]3[C:32](=[CH:33][CH:34]=[C:35]([O:40][CH3:41])[CH:36]=3)[CH2:31]2)=[C:27]([NH2:29])[CH:28]=1, predict the reaction product. The product is: [CH:2]([N:5]([CH:18]([CH3:20])[CH3:19])[CH2:6][CH2:7][O:8][C:9]1[CH:17]=[CH:16][C:12]([CH2:13][NH:29][C:27]2[CH:28]=[C:23]([O:22][CH3:21])[CH:24]=[CH:25][C:26]=2[CH:30]2[CH2:39][CH2:38][C:37]3[C:32](=[CH:33][CH:34]=[C:35]([O:40][CH3:41])[CH:36]=3)[CH2:31]2)=[CH:11][CH:10]=1)([CH3:4])[CH3:3].